Dataset: Full USPTO retrosynthesis dataset with 1.9M reactions from patents (1976-2016). Task: Predict the reactants needed to synthesize the given product. Given the product [CH3:21][CH2:20][CH2:19][CH:18]([CH3:23])[CH3:17].[C:21]([O:24][CH2:25][CH3:26])(=[O:41])[CH3:20], predict the reactants needed to synthesize it. The reactants are: C([Li])CCC.C1(S(N2[C:23]3[C:18](=[CH:19][CH:20]=[C:21]([O:24][CH2:25][C:26]4C=CC=CC=4)C=3)[C:17](I)=C2)(=O)=O)C=CC=CC=1.C1(N(C2C=CC=CC=2)C(Cl)=[O:41])C=CC=CC=1.O.